Dataset: NCI-60 drug combinations with 297,098 pairs across 59 cell lines. Task: Regression. Given two drug SMILES strings and cell line genomic features, predict the synergy score measuring deviation from expected non-interaction effect. (1) Drug 1: CC1=C2C(C(=O)C3(C(CC4C(C3C(C(C2(C)C)(CC1OC(=O)C(C(C5=CC=CC=C5)NC(=O)OC(C)(C)C)O)O)OC(=O)C6=CC=CC=C6)(CO4)OC(=O)C)OC)C)OC. Drug 2: C1CC(=O)NC(=O)C1N2C(=O)C3=CC=CC=C3C2=O. Cell line: A498. Synergy scores: CSS=41.1, Synergy_ZIP=8.12, Synergy_Bliss=9.47, Synergy_Loewe=-10.2, Synergy_HSA=7.75. (2) Drug 1: CC(C)(C#N)C1=CC(=CC(=C1)CN2C=NC=N2)C(C)(C)C#N. Drug 2: CCC1=C2CN3C(=CC4=C(C3=O)COC(=O)C4(CC)O)C2=NC5=C1C=C(C=C5)O. Cell line: 786-0. Synergy scores: CSS=19.7, Synergy_ZIP=-4.81, Synergy_Bliss=1.68, Synergy_Loewe=-23.7, Synergy_HSA=0.486. (3) Drug 1: CS(=O)(=O)CCNCC1=CC=C(O1)C2=CC3=C(C=C2)N=CN=C3NC4=CC(=C(C=C4)OCC5=CC(=CC=C5)F)Cl. Drug 2: CC1CCCC2(C(O2)CC(NC(=O)CC(C(C(=O)C(C1O)C)(C)C)O)C(=CC3=CSC(=N3)C)C)C. Cell line: BT-549. Synergy scores: CSS=42.2, Synergy_ZIP=0.744, Synergy_Bliss=-1.04, Synergy_Loewe=-28.2, Synergy_HSA=-0.227. (4) Drug 1: CC1=C(C=C(C=C1)C(=O)NC2=CC(=CC(=C2)C(F)(F)F)N3C=C(N=C3)C)NC4=NC=CC(=N4)C5=CN=CC=C5. Drug 2: CCC1(CC2CC(C3=C(CCN(C2)C1)C4=CC=CC=C4N3)(C5=C(C=C6C(=C5)C78CCN9C7C(C=CC9)(C(C(C8N6C)(C(=O)OC)O)OC(=O)C)CC)OC)C(=O)OC)O.OS(=O)(=O)O. Cell line: SF-539. Synergy scores: CSS=16.4, Synergy_ZIP=-1.96, Synergy_Bliss=-4.63, Synergy_Loewe=-59.3, Synergy_HSA=-0.497. (5) Drug 1: CCC1=C2CN3C(=CC4=C(C3=O)COC(=O)C4(CC)O)C2=NC5=C1C=C(C=C5)O. Drug 2: C(CC(=O)O)C(=O)CN.Cl. Cell line: UACC-257. Synergy scores: CSS=20.0, Synergy_ZIP=-4.19, Synergy_Bliss=2.92, Synergy_Loewe=2.28, Synergy_HSA=3.63. (6) Drug 1: CC1=CC=C(C=C1)C2=CC(=NN2C3=CC=C(C=C3)S(=O)(=O)N)C(F)(F)F. Drug 2: C1CN(CCN1C(=O)CCBr)C(=O)CCBr. Cell line: SK-MEL-5. Synergy scores: CSS=29.8, Synergy_ZIP=-8.44, Synergy_Bliss=-4.25, Synergy_Loewe=-3.50, Synergy_HSA=-2.13.